Dataset: Reaction yield outcomes from USPTO patents with 853,638 reactions. Task: Predict the reaction yield, written as a fraction of the theoretical maximum amount of product (1.0 means a 100% yield; for example, 0.34 means a 34% yield). (1) The product is [CH3:30][C:29]1[N:31]=[C:24]([CH:10]2[CH2:11][CH:12]([C:14]3[CH:15]=[CH:16][C:17]([C:20]([F:22])([F:23])[F:21])=[CH:18][CH:19]=3)[CH2:13][N:8]([C:6]([N:3]3[CH2:4][CH2:5][S:1][CH2:2]3)=[O:7])[CH2:9]2)[O:25][N:28]=1. The reactants are [S:1]1[CH2:5][CH2:4][N:3]([C:6]([N:8]2[CH2:13][CH:12]([C:14]3[CH:19]=[CH:18][C:17]([C:20]([F:23])([F:22])[F:21])=[CH:16][CH:15]=3)[CH2:11][CH:10]([C:24](O)=[O:25])[CH2:9]2)=[O:7])[CH2:2]1.O[N:28]=[C:29]([NH2:31])[CH3:30]. The yield is 0.290. No catalyst specified. (2) The reactants are [C:1]([C:4]1[C:22](=[O:23])[C@@:8]2([CH3:24])[C:9]3[C:15]([OH:16])=[CH:14][C:13]([O:17][CH3:18])=[C:12]([C:19]([NH2:21])=[O:20])[C:10]=3[O:11][C:7]2=[CH:6][C:5]=1[OH:25])(=[O:3])[CH3:2].[CH3:26][C:27]1[CH:36]=[C:35]([CH3:37])[C:34]2[C:29](=[CH:30][CH:31]=[CH:32][CH:33]=2)[C:28]=1[CH:38]=O.C([SiH](CC)CC)C.FC(F)(F)C(O)=O. The catalyst is C(#N)C. The product is [C:1]([C:4]1[C:22](=[O:23])[C@@:8]2([CH3:24])[C:9]3[C:15]([OH:16])=[CH:14][C:13]([O:17][CH3:18])=[C:12]([C:19]([NH:21][CH2:38][C:28]4[C:29]5[C:34](=[CH:33][CH:32]=[CH:31][CH:30]=5)[C:35]([CH3:37])=[CH:36][C:27]=4[CH3:26])=[O:20])[C:10]=3[O:11][C:7]2=[CH:6][C:5]=1[OH:25])(=[O:3])[CH3:2]. The yield is 0.730. (3) The reactants are Br[C:2]1[CH:3]=[C:4]([C:9]2[O:10][C:11]([CH:14]3[CH2:16][CH2:15]3)=[N:12][N:13]=2)[C:5]([NH2:8])=[N:6][CH:7]=1.C([O-])([O-])=O.[K+].[K+].[O:23]1[CH2:28][CH2:27][N:26]([CH2:29][C:30]2[CH:31]=[C:32](B(O)O)[CH:33]=[CH:34][CH:35]=2)[CH2:25][CH2:24]1. The catalyst is O1CCOCC1.O.C1C=CC([P]([Pd]([P](C2C=CC=CC=2)(C2C=CC=CC=2)C2C=CC=CC=2)([P](C2C=CC=CC=2)(C2C=CC=CC=2)C2C=CC=CC=2)[P](C2C=CC=CC=2)(C2C=CC=CC=2)C2C=CC=CC=2)(C2C=CC=CC=2)C2C=CC=CC=2)=CC=1. The product is [CH:14]1([C:11]2[O:10][C:9]([C:4]3[C:5]([NH2:8])=[N:6][CH:7]=[C:2]([C:32]4[CH:33]=[CH:34][CH:35]=[C:30]([CH2:29][N:26]5[CH2:27][CH2:28][O:23][CH2:24][CH2:25]5)[CH:31]=4)[CH:3]=3)=[N:13][N:12]=2)[CH2:16][CH2:15]1. The yield is 0.167. (4) The reactants are Br[C:2]1[CH:27]=[CH:26][C:5]2[N:6]=[C:7]([C:9]3[N:13]([CH2:14][O:15][CH2:16][CH2:17][Si:18]([CH3:21])([CH3:20])[CH3:19])[C:12]4[CH:22]=[CH:23][CH:24]=[CH:25][C:11]=4[N:10]=3)[O:8][C:4]=2[CH:3]=1.[NH:28]1[C:36]2[C:31](=[CH:32][CH:33]=[C:34](B(O)O)[CH:35]=2)[CH:30]=[N:29]1.C(O)CCC.[F-].[Cs+]. The catalyst is O.CC(P(C(C)(C)C)C1C=CC(N(C)C)=CC=1)(C)C.CC(P(C(C)(C)C)C1C=CC(N(C)C)=CC=1)(C)C.Cl[Pd]Cl. The product is [NH:28]1[C:36]2[C:31](=[CH:32][CH:33]=[C:34]([C:2]3[CH:27]=[CH:26][C:5]4[N:6]=[C:7]([C:9]5[N:13]([CH2:14][O:15][CH2:16][CH2:17][Si:18]([CH3:20])([CH3:19])[CH3:21])[C:12]6[CH:22]=[CH:23][CH:24]=[CH:25][C:11]=6[N:10]=5)[O:8][C:4]=4[CH:3]=3)[CH:35]=2)[CH:30]=[N:29]1. The yield is 0.550. (5) The reactants are [CH3:1][C@H:2]1[CH2:7][C@@H:6]([OH:8])[C@H:5]([C:9]([CH3:11])=C)[CH2:4][CH2:3]1.[O:12]=[O+][O-].O=O.S([O-])([O-])=O.[Na+].[Na+]. The catalyst is CO. The product is [OH:8][C@@H:6]1[CH2:7][C@H:2]([CH3:1])[CH2:3][CH2:4][C@H:5]1[C:9](=[O:12])[CH3:11]. The yield is 0.749. (6) The reactants are [CH3:1][C@@:2]1([C:14]([O:16][CH3:17])=[O:15])[CH2:6][CH2:5][CH2:4][N:3]1[C:7]([O:9][C:10]([CH3:13])([CH3:12])[CH3:11])=[O:8].C(OCC)(=[O:20])C. The catalyst is O. The product is [CH3:1][C@@:2]1([C:14]([O:16][CH3:17])=[O:15])[CH2:6][CH2:5][C:4](=[O:20])[N:3]1[C:7]([O:9][C:10]([CH3:11])([CH3:12])[CH3:13])=[O:8]. The yield is 1.00. (7) The reactants are Cl.Cl.[NH2:3][CH:4]1[C:22](=[O:23])[N:21]2[CH:17]([CH2:18][CH:19]([O:24][C:25]3[C:34]4[C:29](=[CH:30][CH:31]=[CH:32][CH:33]=4)[CH:28]=[CH:27][N:26]=3)[CH2:20]2)[C:16](=[O:35])[NH:15][C:14]2([C:36]([NH:38][S:39]([CH:42]3[CH2:44][CH2:43]3)(=[O:41])=[O:40])=[O:37])[CH:12]([CH2:13]2)[CH:11]=[CH:10][CH2:9][CH2:8][CH2:7][CH2:6][CH2:5]1.CCN(C(C)C)C(C)C.Cl[C:55]([O:57][CH:58]1[CH2:62][CH2:61][O:60][CH2:59]1)=[O:56]. The catalyst is C(Cl)Cl. The product is [O:60]1[CH2:61][CH2:62][CH:58]([O:57][C:55](=[O:56])[NH:3][CH:4]2[C:22](=[O:23])[N:21]3[CH:17]([CH2:18][CH:19]([O:24][C:25]4[C:34]5[C:29](=[CH:30][CH:31]=[CH:32][CH:33]=5)[CH:28]=[CH:27][N:26]=4)[CH2:20]3)[C:16](=[O:35])[NH:15][C:14]3([C:36]([NH:38][S:39]([CH:42]4[CH2:43][CH2:44]4)(=[O:40])=[O:41])=[O:37])[CH:12]([CH2:13]3)[CH:11]=[CH:10][CH2:9][CH2:8][CH2:7][CH2:6][CH2:5]2)[CH2:59]1. The yield is 0.520.